Dataset: Full USPTO retrosynthesis dataset with 1.9M reactions from patents (1976-2016). Task: Predict the reactants needed to synthesize the given product. (1) Given the product [NH2:8][C:5]1[CH:6]=[CH:7][C:2]([F:1])=[C:3]([NH:11][C:12]([N:14]2[CH2:18][CH2:17][CH2:16][CH2:15]2)=[O:13])[CH:4]=1, predict the reactants needed to synthesize it. The reactants are: [F:1][C:2]1[CH:7]=[CH:6][C:5]([N+:8]([O-])=O)=[CH:4][C:3]=1[N:11]=[C:12]=[O:13].[NH:14]1[CH2:18][CH2:17][CH2:16][CH2:15]1. (2) Given the product [CH3:3][O:4][C:5](=[O:26])[C:6]1[CH:11]=[CH:10][CH:9]=[CH:8][C:7]=1[S:12](=[O:25])(=[O:24])[N:13]([CH2:28][C:29]([O:31][CH3:32])=[O:30])[C:14]1[CH:19]=[CH:18][CH:17]=[CH:16][C:15]=1[C:20]([F:23])([F:21])[F:22], predict the reactants needed to synthesize it. The reactants are: [H-].[Na+].[CH3:3][O:4][C:5](=[O:26])[C:6]1[CH:11]=[CH:10][CH:9]=[CH:8][C:7]=1[S:12](=[O:25])(=[O:24])[NH:13][C:14]1[CH:19]=[CH:18][CH:17]=[CH:16][C:15]=1[C:20]([F:23])([F:22])[F:21].Br[CH2:28][C:29]([O:31][CH3:32])=[O:30]. (3) The reactants are: [NH2:1][CH2:2][CH2:3][CH2:4][NH:5][C:6](=[O:12])[O:7][C:8]([CH3:11])([CH3:10])[CH3:9].Cl[C:14]1[C:19]([N+:20]([O-:22])=[O:21])=[CH:18][CH:17]=[CH:16][C:15]=1[N+:23]([O-:25])=[O:24].C(N(CC)CC)C. Given the product [N+:20]([C:19]1[CH:18]=[CH:17][CH:16]=[C:15]([N+:23]([O-:25])=[O:24])[C:14]=1[NH:1][CH2:2][CH2:3][CH2:4][NH:5][C:6](=[O:12])[O:7][C:8]([CH3:9])([CH3:11])[CH3:10])([O-:22])=[O:21], predict the reactants needed to synthesize it. (4) Given the product [NH2:1][C:2]1[O:3][C@H:4]([C:26]([F:27])([F:29])[F:28])[CH2:5][C@:6]([C:9]2[CH:10]=[C:11]([NH:16][C:39](=[O:41])[C:32]3[C:31]([Cl:30])=[CH:36][C:35]([C:37]#[N:38])=[CH:34][N:33]=3)[CH:12]=[N:13][C:14]=2[F:15])([CH3:8])[N:7]=1, predict the reactants needed to synthesize it. The reactants are: [NH2:1][C:2]1[O:3][C@H:4]([C:26]([F:29])([F:28])[F:27])[CH2:5][C@:6]([C:9]2[CH:10]=[C:11]([NH:16]C(=O)C3C=CC(Cl)=CN=3)[CH:12]=[N:13][C:14]=2[F:15])([CH3:8])[N:7]=1.[Cl:30][C:31]1[C:32]([C:39]([OH:41])=O)=[N:33][CH:34]=[C:35]([C:37]#[N:38])[CH:36]=1.[Cl-].COC1N=C(OC)N=C([N+]2(C)CCOCC2)N=1.